From a dataset of Full USPTO retrosynthesis dataset with 1.9M reactions from patents (1976-2016). Predict the reactants needed to synthesize the given product. (1) Given the product [C:1]([O:5][C:6]([N:8]1[CH:9]2[CH2:15][CH2:14][CH:13]1[CH2:12][CH:11]([CH2:16][C:17]1[CH:22]=[CH:21][C:20]([F:23])=[CH:19][CH:18]=1)[CH2:10]2)=[O:7])([CH3:4])([CH3:2])[CH3:3], predict the reactants needed to synthesize it. The reactants are: [C:1]([O:5][C:6]([N:8]1[CH:13]2[CH2:14][CH2:15][CH:9]1[CH2:10][C:11](=[CH:16][C:17]1[CH:22]=[CH:21][C:20]([F:23])=[CH:19][CH:18]=1)[CH2:12]2)=[O:7])([CH3:4])([CH3:3])[CH3:2].[H][H]. (2) Given the product [C:1]([NH:4][S:5]([C:8]1[CH:13]=[CH:12][CH:11]=[C:10]([C:14]2[CH:23]=[CH:22][C:21]3[CH2:20][CH2:19][CH2:18][C:17](=[N:35][NH:34][C:26]4[S:25][C:29]5[CH:30]=[CH:31][CH:32]=[CH:33][C:28]=5[N:27]=4)[C:16]=3[CH:15]=2)[N:9]=1)(=[O:7])=[O:6])(=[O:3])[CH3:2], predict the reactants needed to synthesize it. The reactants are: [C:1]([NH:4][S:5]([C:8]1[CH:13]=[CH:12][CH:11]=[C:10]([C:14]2[CH:23]=[CH:22][C:21]3[CH2:20][CH2:19][CH2:18][C:17](=O)[C:16]=3[CH:15]=2)[N:9]=1)(=[O:7])=[O:6])(=[O:3])[CH3:2].[S:25]1[C:29]2[CH:30]=[CH:31][CH:32]=[CH:33][C:28]=2[N:27]=[C:26]1[NH:34][NH2:35]. (3) Given the product [Br:28][C:25]1[CH:24]=[CH:23][C:22]([S:21][CH2:20][C:19]([N:10]2[C:11]3[CH:18]=[CH:17][CH:16]=[CH:15][C:12]=3[CH2:13][N:14]3[C:5]([C:3]([NH:32][CH2:33][CH2:34][C:35]4[CH:40]=[CH:39][C:38]([OH:41])=[CH:37][CH:36]=4)=[O:4])=[CH:6][CH:7]=[C:8]3[CH2:9]2)=[O:29])=[CH:27][CH:26]=1, predict the reactants needed to synthesize it. The reactants are: ClC(Cl)(Cl)[C:3]([C:5]1[N:14]2[C:8]([CH2:9][N:10]([C:19](=[O:29])[CH2:20][S:21][C:22]3[CH:27]=[CH:26][C:25]([Br:28])=[CH:24][CH:23]=3)[C:11]3[CH:18]=[CH:17][CH:16]=[CH:15][C:12]=3[CH2:13]2)=[CH:7][CH:6]=1)=[O:4].[NH2:32][CH2:33][CH2:34][C:35]1[CH:40]=[CH:39][C:38]([OH:41])=[CH:37][CH:36]=1. (4) Given the product [F:71][C:65]1[C:66]([F:70])=[CH:67][CH:68]=[CH:69][C:64]=1[CH2:63][S:62][C:57]1[N:58]=[C:59]([NH:7][S:4]([CH:1]2[CH2:3][CH2:2]2)(=[O:6])=[O:5])[CH:60]=[C:55]([O:54][C@H:52]([CH3:53])[CH2:51][OH:50])[N:56]=1, predict the reactants needed to synthesize it. The reactants are: [CH:1]1([S:4]([NH2:7])(=[O:6])=[O:5])[CH2:3][CH2:2]1.C1(P(C2CCCCC2)C2C=CC=CC=2C2C(C(C)C)=CC(C(C)C)=CC=2C(C)C)CCCCC1.C(=O)([O-])[O-].[Cs+].[Cs+].C([O:50][C:51](=O)[C@H:52]([O:54][C:55]1[CH:60]=[C:59](Cl)[N:58]=[C:57]([S:62][CH2:63][C:64]2[CH:69]=[CH:68][CH:67]=[C:66]([F:70])[C:65]=2[F:71])[N:56]=1)[CH3:53])C. (5) Given the product [C:1]([O:5][C:6]([C@@H:8]([N:11]([C:40]([C@H:37]1[CH2:38][CH2:39][C@H:34]([CH3:33])[CH2:35][CH2:36]1)=[O:41])[C:12]1[CH:16]=[C:15]([C:17]#[C:18][C:19]([CH3:22])([CH3:21])[CH3:20])[S:14][C:13]=1[C:23]([O:25][CH3:26])=[O:24])[CH2:9][CH3:10])=[O:7])([CH3:4])([CH3:2])[CH3:3], predict the reactants needed to synthesize it. The reactants are: [C:1]([O:5][C:6]([C@@H:8]([NH:11][C:12]1[CH:16]=[C:15]([C:17]#[C:18][C:19]([CH3:22])([CH3:21])[CH3:20])[S:14][C:13]=1[C:23]([O:25][CH3:26])=[O:24])[CH2:9][CH3:10])=[O:7])([CH3:4])([CH3:3])[CH3:2].N1C=CC=CC=1.[CH3:33][C@H:34]1[CH2:39][CH2:38][C@H:37]([C:40](Cl)=[O:41])[CH2:36][CH2:35]1.